From a dataset of NCI-60 drug combinations with 297,098 pairs across 59 cell lines. Regression. Given two drug SMILES strings and cell line genomic features, predict the synergy score measuring deviation from expected non-interaction effect. (1) Drug 1: CN(C)N=NC1=C(NC=N1)C(=O)N. Drug 2: CC1C(C(CC(O1)OC2CC(OC(C2O)C)OC3=CC4=CC5=C(C(=O)C(C(C5)C(C(=O)C(C(C)O)O)OC)OC6CC(C(C(O6)C)O)OC7CC(C(C(O7)C)O)OC8CC(C(C(O8)C)O)(C)O)C(=C4C(=C3C)O)O)O)O. Cell line: OVCAR3. Synergy scores: CSS=7.42, Synergy_ZIP=-0.257, Synergy_Bliss=3.69, Synergy_Loewe=-49.9, Synergy_HSA=3.62. (2) Drug 1: C1CN1C2=NC(=NC(=N2)N3CC3)N4CC4. Drug 2: CC1C(C(CC(O1)OC2CC(CC3=C2C(=C4C(=C3O)C(=O)C5=C(C4=O)C(=CC=C5)OC)O)(C(=O)C)O)N)O.Cl. Cell line: SF-268. Synergy scores: CSS=56.1, Synergy_ZIP=-7.57, Synergy_Bliss=-2.91, Synergy_Loewe=-6.32, Synergy_HSA=-0.0910. (3) Drug 1: CC1=C(C=C(C=C1)NC2=NC=CC(=N2)N(C)C3=CC4=NN(C(=C4C=C3)C)C)S(=O)(=O)N.Cl. Drug 2: CC(C)NC(=O)C1=CC=C(C=C1)CNNC.Cl. Cell line: NCI-H522. Synergy scores: CSS=-1.20, Synergy_ZIP=0.707, Synergy_Bliss=-0.620, Synergy_Loewe=-1.96, Synergy_HSA=-2.02. (4) Drug 1: CC1C(C(CC(O1)OC2CC(CC3=C2C(=C4C(=C3O)C(=O)C5=C(C4=O)C(=CC=C5)OC)O)(C(=O)C)O)N)O.Cl. Drug 2: C1=NC2=C(N1)C(=S)N=CN2. Cell line: K-562. Synergy scores: CSS=39.0, Synergy_ZIP=-1.07, Synergy_Bliss=-4.22, Synergy_Loewe=-12.7, Synergy_HSA=-3.40. (5) Drug 1: CC1=C(N=C(N=C1N)C(CC(=O)N)NCC(C(=O)N)N)C(=O)NC(C(C2=CN=CN2)OC3C(C(C(C(O3)CO)O)O)OC4C(C(C(C(O4)CO)O)OC(=O)N)O)C(=O)NC(C)C(C(C)C(=O)NC(C(C)O)C(=O)NCCC5=NC(=CS5)C6=NC(=CS6)C(=O)NCCC[S+](C)C)O. Drug 2: CN(CC1=CN=C2C(=N1)C(=NC(=N2)N)N)C3=CC=C(C=C3)C(=O)NC(CCC(=O)O)C(=O)O. Cell line: NCIH23. Synergy scores: CSS=61.8, Synergy_ZIP=-7.70, Synergy_Bliss=-6.78, Synergy_Loewe=-5.35, Synergy_HSA=-1.80. (6) Drug 1: C1=NC2=C(N1)C(=S)N=C(N2)N. Drug 2: CC1C(C(=O)NC(C(=O)N2CCCC2C(=O)N(CC(=O)N(C(C(=O)O1)C(C)C)C)C)C(C)C)NC(=O)C3=C4C(=C(C=C3)C)OC5=C(C(=O)C(=C(C5=N4)C(=O)NC6C(OC(=O)C(N(C(=O)CN(C(=O)C7CCCN7C(=O)C(NC6=O)C(C)C)C)C)C(C)C)C)N)C. Cell line: TK-10. Synergy scores: CSS=22.3, Synergy_ZIP=-8.47, Synergy_Bliss=-0.242, Synergy_Loewe=-1.70, Synergy_HSA=-1.68. (7) Drug 1: CC12CCC3C(C1CCC2=O)CC(=C)C4=CC(=O)C=CC34C. Drug 2: C1CNP(=O)(OC1)N(CCCl)CCCl. Cell line: 786-0. Synergy scores: CSS=19.4, Synergy_ZIP=2.03, Synergy_Bliss=2.91, Synergy_Loewe=-18.8, Synergy_HSA=1.10. (8) Drug 1: CCCCCOC(=O)NC1=NC(=O)N(C=C1F)C2C(C(C(O2)C)O)O. Drug 2: COC1=C2C(=CC3=C1OC=C3)C=CC(=O)O2. Cell line: OVCAR3. Synergy scores: CSS=-3.65, Synergy_ZIP=2.78, Synergy_Bliss=1.98, Synergy_Loewe=-3.92, Synergy_HSA=-4.85. (9) Drug 1: C1=C(C(=O)NC(=O)N1)F. Drug 2: CCC1(C2=C(COC1=O)C(=O)N3CC4=CC5=C(C=CC(=C5CN(C)C)O)N=C4C3=C2)O.Cl. Cell line: OVCAR-4. Synergy scores: CSS=39.0, Synergy_ZIP=-0.953, Synergy_Bliss=-2.16, Synergy_Loewe=-1.99, Synergy_HSA=-1.94. (10) Drug 1: C1CC(=O)NC(=O)C1N2C(=O)C3=CC=CC=C3C2=O. Drug 2: COCCOC1=C(C=C2C(=C1)C(=NC=N2)NC3=CC=CC(=C3)C#C)OCCOC.Cl. Cell line: SK-MEL-2. Synergy scores: CSS=-4.10, Synergy_ZIP=6.85, Synergy_Bliss=9.33, Synergy_Loewe=2.93, Synergy_HSA=2.63.